This data is from Catalyst prediction with 721,799 reactions and 888 catalyst types from USPTO. The task is: Predict which catalyst facilitates the given reaction. (1) Reactant: FC(F)(F)C1C=C(C=C(C(F)(F)F)C=1)CN[CH2:8][C:9]1[C:10]([N:20]([CH2:23][CH:24]2[CH2:27][CH2:26][CH2:25]2)[CH2:21][CH3:22])=[N:11][C:12]2[C:17]([CH:18]=1)=[CH:16][CH:15]=[CH:14][C:13]=2[CH3:19].BrC1C=NC(Cl)=NC=1.[F-].[K+].[OH2:47]. Product: [CH:24]1([CH2:23][N:20]([CH2:21][CH3:22])[C:10]2[C:9]([CH:8]=[O:47])=[CH:18][C:17]3[C:12](=[C:13]([CH3:19])[CH:14]=[CH:15][CH:16]=3)[N:11]=2)[CH2:27][CH2:26][CH2:25]1. The catalyst class is: 508. (2) Reactant: [CH2:1]([O:4][C:5](=[O:25])[CH:6]([S:10][CH2:11][C:12]1[CH:17]=[CH:16][C:15]([C:18]2[CH:23]=[CH:22][C:21]([Cl:24])=[CH:20][CH:19]=2)=[CH:14][CH:13]=1)[CH2:7][CH2:8]O)[CH:2]=[CH2:3].C1(P(C2C=CC=CC=2)C2C=CC=CC=2)C=CC=CC=1.[N:45]1[C:50]2[CH:51]=[CH:52][CH:53]=[CH:54][C:49]=2[C:48](=[O:55])[NH:47][N:46]=1.N(C(OC(C)C)=O)=NC(OC(C)C)=O. Product: [CH2:1]([O:4][C:5](=[O:25])[CH:6]([S:10][CH2:11][C:12]1[CH:17]=[CH:16][C:15]([C:18]2[CH:23]=[CH:22][C:21]([Cl:24])=[CH:20][CH:19]=2)=[CH:14][CH:13]=1)[CH2:7][CH2:8][N:47]1[C:48](=[O:55])[C:49]2[CH:54]=[CH:53][CH:52]=[CH:51][C:50]=2[N:45]=[N:46]1)[CH:2]=[CH2:3]. The catalyst class is: 7. (3) Reactant: [CH3:1][O:2][C:3]1[CH:10]=[CH:9][C:6]([CH2:7][OH:8])=[CH:5][CH:4]=1.[Na].Cl[C:13]1[N:18]=[C:17]([NH2:19])[C:16]([N+:20]([O-:22])=[O:21])=[CH:15][CH:14]=1.O. Product: [CH3:1][O:2][C:3]1[CH:10]=[CH:9][C:6]([CH2:7][O:8][C:13]2[N:18]=[C:17]([NH2:19])[C:16]([N+:20]([O-:22])=[O:21])=[CH:15][CH:14]=2)=[CH:5][CH:4]=1. The catalyst class is: 715. (4) Reactant: [O:1]=[C:2]1[C:7]2[C:8]([C:11]([OH:13])=O)=[CH:9][O:10][C:6]=2[CH2:5][CH2:4][NH:3]1.C(N(CC)CC)C.ClC(OCC)=O.[CH2:27]([O:34][C:35]([CH3:52])([CH3:51])[CH2:36][O:37][C:38]1[C:43]([NH2:44])=[CH:42][CH:41]=[C:40]([N:45]2[CH2:50][CH2:49][O:48][CH2:47][CH2:46]2)[N:39]=1)[C:28]1[CH:33]=[CH:32][CH:31]=[CH:30][CH:29]=1. Product: [CH2:27]([O:34][C:35]([CH3:52])([CH3:51])[CH2:36][O:37][C:38]1[C:43]([NH:44][C:11]([C:8]2[C:7]3[C:2](=[O:1])[NH:3][CH2:4][CH2:5][C:6]=3[O:10][CH:9]=2)=[O:13])=[CH:42][CH:41]=[C:40]([N:45]2[CH2:50][CH2:49][O:48][CH2:47][CH2:46]2)[N:39]=1)[C:28]1[CH:33]=[CH:32][CH:31]=[CH:30][CH:29]=1. The catalyst class is: 115. (5) Reactant: [CH3:1][C:2]1([S:13]([C:16]2[CH:21]=[CH:20][CH:19]=[C:18]([C:22]([F:25])([F:24])[F:23])[CH:17]=2)(=[O:15])=[O:14])[CH2:7][CH2:6][O:5][CH:4]([C:8](OCC)=[O:9])[CH2:3]1.O.[NH2:27][NH2:28]. Product: [CH3:1][C:2]1([S:13]([C:16]2[CH:21]=[CH:20][CH:19]=[C:18]([C:22]([F:25])([F:24])[F:23])[CH:17]=2)(=[O:15])=[O:14])[CH2:7][CH2:6][O:5][CH:4]([C:8]([NH:27][NH2:28])=[O:9])[CH2:3]1. The catalyst class is: 11. (6) Reactant: [CH:1]1([C:6]2[CH:11]=[C:10]([C:12]3[O:16][N:15]=[C:14]([C:17]4[CH:22]=[C:21]([CH3:23])[C:20]([OH:24])=[C:19]([CH2:25][CH3:26])[CH:18]=4)[N:13]=3)[CH:9]=[C:8]([O:27][CH3:28])[N:7]=2)[CH2:5][CH2:4][CH2:3][CH2:2]1.C([O-])([O-])=O.[Cs+].[Cs+].Br[CH2:36][CH2:37][OH:38]. Product: [CH:1]1([C:6]2[CH:11]=[C:10]([C:12]3[O:16][N:15]=[C:14]([C:17]4[CH:22]=[C:21]([CH3:23])[C:20]([O:24][CH2:36][CH2:37][OH:38])=[C:19]([CH2:25][CH3:26])[CH:18]=4)[N:13]=3)[CH:9]=[C:8]([O:27][CH3:28])[N:7]=2)[CH2:2][CH2:3][CH2:4][CH2:5]1. The catalyst class is: 634. (7) Reactant: [F:1][C:2]([F:20])([F:19])[C:3](=O)[CH2:4][C:5]([C:7]1[CH:17]=[CH:16][C:10]2[O:11][CH2:12][C:13](=[O:15])[NH:14][C:9]=2[CH:8]=1)=O.[CH3:21][O:22][C:23]1[CH:24]=[C:25]([NH:29][NH2:30])[CH:26]=[CH:27][CH:28]=1. Product: [CH3:21][O:22][C:23]1[CH:24]=[C:25]([N:29]2[C:5]([C:7]3[CH:17]=[CH:16][C:10]4[O:11][CH2:12][C:13](=[O:15])[NH:14][C:9]=4[CH:8]=3)=[CH:4][C:3]([C:2]([F:20])([F:19])[F:1])=[N:30]2)[CH:26]=[CH:27][CH:28]=1. The catalyst class is: 66.